This data is from Reaction yield outcomes from USPTO patents with 853,638 reactions. The task is: Predict the reaction yield, written as a fraction of the theoretical maximum amount of product (1.0 means a 100% yield; for example, 0.34 means a 34% yield). (1) The reactants are Br[C:2]1[C:3]([C:7]2[CH:8]=[N:9][CH:10]=[CH:11][CH:12]=2)=[N:4][O:5][CH:6]=1.[CH2:13]([SH:19])[CH2:14][CH2:15][CH2:16][CH2:17][CH3:18].C(N(CC)CC)C.CC1(C)C2C(=C(P(C3C=CC=CC=3)C3C=CC=CC=3)C=CC=2)OC2C(P(C3C=CC=CC=3)C3C=CC=CC=3)=CC=CC1=2. The catalyst is C(OCC)(=O)C.C1C=CC(/C=C/C(/C=C/C2C=CC=CC=2)=O)=CC=1.C1C=CC(/C=C/C(/C=C/C2C=CC=CC=2)=O)=CC=1.C1C=CC(/C=C/C(/C=C/C2C=CC=CC=2)=O)=CC=1.[Pd].[Pd].O1CCOCC1. The product is [CH2:13]([S:19][C:2]1[C:3]([C:7]2[CH:8]=[N:9][CH:10]=[CH:11][CH:12]=2)=[N:4][O:5][CH:6]=1)[CH2:14][CH2:15][CH2:16][CH2:17][CH3:18]. The yield is 0.370. (2) The reactants are S(=O)(=O)(O)O.[CH2:6]([C:8]1[CH:9]=[C:10]([CH:12]=[CH:13][CH:14]=1)N)[CH3:7].N([O-])=O.[Na+].[BrH:19]. The catalyst is [Cu]Br. The product is [Br:19][C:10]1[CH:12]=[CH:13][CH:14]=[C:8]([CH2:6][CH3:7])[CH:9]=1. The yield is 0.400. (3) The reactants are [NH2:1][C:2]1[NH:3][C:4](=S)[C:5]2[S:10][C:9](=[O:11])[N:8]([C@@H:12]3[O:24][C@H:23]([CH2:25][O:26][C:27](=[O:29])[CH3:28])[C@@H:18]([O:19][C:20](=[O:22])[CH3:21])[C@H:13]3[O:14][C:15](=[O:17])[CH3:16])[C:6]=2[N:7]=1. The catalyst is CC(C)=O.[Ni]. The yield is 0.600. The product is [NH2:1][C:2]1[N:3]=[CH:4][C:5]2[S:10][C:9](=[O:11])[N:8]([C@@H:12]3[O:24][C@H:23]([CH2:25][O:26][C:27](=[O:29])[CH3:28])[C@@H:18]([O:19][C:20](=[O:22])[CH3:21])[C@H:13]3[O:14][C:15](=[O:17])[CH3:16])[C:6]=2[N:7]=1. (4) The reactants are [CH3:1][O:2][C:3](=[O:17])[CH2:4][NH:5][C:6]1[CH:11]=[C:10]([N+:12]([O-:14])=[O:13])[CH:9]=[CH:8][C:7]=1[C:15]#[N:16].[C:18](Cl)(=[O:20])[CH3:19]. The catalyst is CN(C1C=CN=CC=1)C. The product is [CH3:1][O:2][C:3](=[O:17])[CH2:4][N:5]([C:18](=[O:20])[CH3:19])[C:6]1[CH:11]=[C:10]([N+:12]([O-:14])=[O:13])[CH:9]=[CH:8][C:7]=1[C:15]#[N:16]. The yield is 0.860.